From a dataset of CYP2C9 inhibition data for predicting drug metabolism from PubChem BioAssay. Regression/Classification. Given a drug SMILES string, predict its absorption, distribution, metabolism, or excretion properties. Task type varies by dataset: regression for continuous measurements (e.g., permeability, clearance, half-life) or binary classification for categorical outcomes (e.g., BBB penetration, CYP inhibition). Dataset: cyp2c9_veith. (1) The compound is O=C(Nc1cccnc1Cl)C1c2ccccc2Oc2ccccc21. The result is 1 (inhibitor). (2) The compound is CSC1(SC2=NCCN2)SC2(NCCN2)S1. The result is 0 (non-inhibitor).